This data is from Reaction yield outcomes from USPTO patents with 853,638 reactions. The task is: Predict the reaction yield, written as a fraction of the theoretical maximum amount of product (1.0 means a 100% yield; for example, 0.34 means a 34% yield). (1) The reactants are OC1C=CC=C2C([NH:7]C(=O)C=12)=O.C[O:14][C:15]([C:17]1[C:30]2[C:29](=O)[C:28]3[C:23](=[CH:24][CH:25]=C(CBr)[CH:27]=3)[O:22][C:21]=2[CH:20]=[CH:19][CH:18]=1)=O.[NH2:34][NH2:35].[CH2:36]([OH:38])[CH3:37]. The catalyst is CN(C=O)C. The product is [NH2:7][O:38][CH2:36][C:37]1[CH:25]=[CH:24][C:23]2[O:22][C:21]3[C:30]4=[C:17]([C:15](=[O:14])[NH:34][N:35]=[C:29]4[C:28]=2[CH:27]=1)[CH:18]=[CH:19][CH:20]=3. The yield is 0.850. (2) The reactants are [NH:1]1[CH2:6][CH2:5][CH:4]([NH:7][C:8](=[O:14])[O:9][C:10]([CH3:13])([CH3:12])[CH3:11])[CH2:3][CH2:2]1.C(N(CC)CC)C.[CH3:22][N:23]([CH3:27])[C:24](Cl)=[O:25].C(OCC)(=O)C. The catalyst is ClCCl. The product is [CH3:22][N:23]([CH3:27])[C:24]([N:1]1[CH2:2][CH2:3][CH:4]([NH:7][C:8](=[O:14])[O:9][C:10]([CH3:11])([CH3:13])[CH3:12])[CH2:5][CH2:6]1)=[O:25]. The yield is 0.940. (3) The reactants are [H-].[Na+].[NH:3]1[CH:7]=[CH:6][N:5]=[CH:4]1.Br[CH2:9][C:10]([O:12][CH2:13][CH3:14])=[O:11]. The catalyst is C1COCC1.O. The product is [CH2:13]([O:12][C:10](=[O:11])[CH2:9][N:3]1[CH:7]=[CH:6][N:5]=[CH:4]1)[CH3:14]. The yield is 0.650. (4) The reactants are [I:1][C:2]1[CH:3]=[CH:4][C:5]([NH2:8])=[N:6][CH:7]=1.[CH3:9][C:10]1([CH3:17])[CH2:14][C:13](=O)[O:12][C:11]1=[O:16]. The catalyst is CN(C=O)C. The product is [I:1][C:2]1[CH:3]=[CH:4][C:5]([N:8]2[C:13](=[O:12])[CH2:14][C:10]([CH3:17])([CH3:9])[C:11]2=[O:16])=[N:6][CH:7]=1. The yield is 0.866. (5) The reactants are [C:1]1(=O)[O:5][CH2:4][CH2:3][CH2:2]1.[NH2:7][CH2:8][CH2:9][CH2:10][OH:11]. No catalyst specified. The product is [OH:11][CH2:10][CH2:9][CH2:8][N:7]1[CH2:1][CH2:2][CH2:3][C:4]1=[O:5]. The yield is 0.170.